This data is from Reaction yield outcomes from USPTO patents with 853,638 reactions. The task is: Predict the reaction yield, written as a fraction of the theoretical maximum amount of product (1.0 means a 100% yield; for example, 0.34 means a 34% yield). (1) The reactants are [H-].[Na+].[NH2:3][C:4]1[C:5]2[C:13](=[O:14])[CH:12]=[CH:11][NH:10][C:6]=2[N:7]=[CH:8][N:9]=1.[Br:15][C:16]1[C:23]([O:24][CH2:25][CH3:26])=[C:22]([CH:27](Cl)[CH3:28])[CH:21]=[C:20]([Cl:30])[C:17]=1[C:18]#[N:19]. The catalyst is CN(C)C=O.C(Cl)Cl. The product is [NH2:3][C:4]1[C:5]2[C:13](=[O:14])[CH:12]=[CH:11][N:10]([CH:27]([C:22]3[CH:21]=[C:20]([Cl:30])[C:17]([C:18]#[N:19])=[C:16]([Br:15])[C:23]=3[O:24][CH2:25][CH3:26])[CH3:28])[C:6]=2[N:7]=[CH:8][N:9]=1. The yield is 0.500. (2) The reactants are [Cl:1][C:2]1[CH:3]=[C:4]([CH:7]=[C:8]([O:10][C:11]2[C:16]([Cl:17])=[CH:15][CH:14]=[C:13]([CH3:18])[C:12]=2[F:19])[CH:9]=1)[C:5]#[N:6].C1C(=O)N([Br:27])C(=O)C1. The catalyst is C(Cl)(Cl)(Cl)Cl. The product is [Br:27][CH2:18][C:13]1[C:12]([F:19])=[C:11]([O:10][C:8]2[CH:7]=[C:4]([CH:3]=[C:2]([Cl:1])[CH:9]=2)[C:5]#[N:6])[C:16]([Cl:17])=[CH:15][CH:14]=1. The yield is 0.790.